From a dataset of Reaction yield outcomes from USPTO patents with 853,638 reactions. Predict the reaction yield, written as a fraction of the theoretical maximum amount of product (1.0 means a 100% yield; for example, 0.34 means a 34% yield). (1) The reactants are C[Si]([N-][Si](C)(C)C)(C)C.[Li+].F[C:12]1[C:17]([C:18]2[N:23]=[C:22]([CH3:24])[N:21]=[C:20]([N:25]([CH2:35][C:36]3[CH:41]=[CH:40][C:39]([O:42][CH3:43])=[CH:38][CH:37]=3)[CH2:26][C:27]3[CH:32]=[CH:31][C:30]([O:33][CH3:34])=[CH:29][CH:28]=3)[N:19]=2)=[CH:16][C:15]([C@H:44]([N:46]2[CH2:51][CH2:50][N:49]([S:52]([CH3:55])(=[O:54])=[O:53])[CH2:48][C@@H:47]2[CH3:56])[CH3:45])=[CH:14][N:13]=1.[F:57][C:58]1[CH:59]=[C:60]([NH2:66])[CH:61]=[N:62][C:63]=1[O:64][CH3:65].[NH4+].[Cl-]. The catalyst is C1COCC1. The product is [F:57][C:58]1[CH:59]=[C:60]([NH:66][C:12]2[C:17]([C:18]3[N:23]=[C:22]([CH3:24])[N:21]=[C:20]([N:25]([CH2:35][C:36]4[CH:41]=[CH:40][C:39]([O:42][CH3:43])=[CH:38][CH:37]=4)[CH2:26][C:27]4[CH:28]=[CH:29][C:30]([O:33][CH3:34])=[CH:31][CH:32]=4)[N:19]=3)=[CH:16][C:15]([C@H:44]([N:46]3[CH2:51][CH2:50][N:49]([S:52]([CH3:55])(=[O:54])=[O:53])[CH2:48][C@@H:47]3[CH3:56])[CH3:45])=[CH:14][N:13]=2)[CH:61]=[N:62][C:63]=1[O:64][CH3:65]. The yield is 0.800. (2) The reactants are Cl[C:2]1[N:3]=[C:4]([N:16]2[CH2:21][CH2:20][O:19][CH2:18][C@@H:17]2[CH3:22])[C:5]2[CH2:10][N:9]([C:11]([O:13][CH2:14][CH3:15])=[O:12])[CH2:8][C:6]=2[N:7]=1.[F:23][C:24]1[CH:25]=[C:26]([CH:28]=[CH:29][C:30]=1B1OC(C)(C)C(C)(C)O1)[NH2:27]. No catalyst specified. The product is [NH2:27][C:26]1[CH:28]=[CH:29][C:30]([C:2]2[N:3]=[C:4]([N:16]3[CH2:21][CH2:20][O:19][CH2:18][C@@H:17]3[CH3:22])[C:5]3[CH2:10][N:9]([C:11]([O:13][CH2:14][CH3:15])=[O:12])[CH2:8][C:6]=3[N:7]=2)=[C:24]([F:23])[CH:25]=1. The yield is 0.450. (3) The reactants are C([O:8][CH2:9][CH2:10][O:11][C:12]1[C:17]([CH3:18])=[CH:16][C:15]([C:19]2[N:28]=[C:27](Cl)[C:26]3[C:21](=[CH:22][C:23]([O:32][CH3:33])=[CH:24][C:25]=3[O:30][CH3:31])[N:20]=2)=[CH:14][C:13]=1[CH3:34])C1C=CC=CC=1.CO.C([O-])=O.[NH4+]. The catalyst is C1COCC1.[Pd]. The product is [CH3:31][O:30][C:25]1[CH:24]=[C:23]([O:32][CH3:33])[CH:22]=[C:21]2[C:26]=1[CH:27]=[N:28][C:19]([C:15]1[CH:16]=[C:17]([CH3:18])[C:12]([O:11][CH2:10][CH2:9][OH:8])=[C:13]([CH3:34])[CH:14]=1)=[N:20]2. The yield is 0.250. (4) The reactants are [CH3:1][C:2]1[CH:3]=[C:4]([OH:16])[C:5]([C:9]2[CH:14]=[CH:13][C:12]([CH3:15])=[CH:11][N:10]=2)=[N:6][C:7]=1[CH3:8].[CH2:17]([O:24][C:25]1[CH:34]=[C:33]2[C:28]([C:29](Cl)=[CH:30][CH:31]=[N:32]2)=[CH:27][C:26]=1[O:36][CH3:37])[C:18]1[CH:23]=[CH:22][CH:21]=[CH:20][CH:19]=1.C(=O)([O-])[O-].[Cs+].[Cs+].O. The catalyst is CN(C)C1C=CN=CC=1.CS(C)=O. The product is [CH2:17]([O:24][C:25]1[CH:34]=[C:33]2[C:28]([C:29]([O:16][C:4]3[C:5]([C:9]4[CH:14]=[CH:13][C:12]([CH3:15])=[CH:11][N:10]=4)=[N:6][C:7]([CH3:8])=[C:2]([CH3:1])[CH:3]=3)=[CH:30][CH:31]=[N:32]2)=[CH:27][C:26]=1[O:36][CH3:37])[C:18]1[CH:19]=[CH:20][CH:21]=[CH:22][CH:23]=1. The yield is 0.750. (5) The reactants are Cl.[O:2]1[C:8]2[CH:9]=[CH:10][C:11](OC(=O)C3C=CC=CC=3)=[CH:12][C:7]=2[CH2:6][NH:5][CH2:4][CH2:3]1.Cl[C:23]1[C:28]([CH2:29][C:30]2[CH:35]=[CH:34][C:33]([F:36])=[CH:32][CH:31]=2)=[C:27]([CH3:37])[N:26]=[CH:25][N:24]=1.[C:38](=[O:41])([O-])[O-].[K+].[K+].CN([CH:47]=[O:48])C. The catalyst is C(OCC)(=O)C. The product is [F:36][C:33]1[CH:34]=[CH:35][C:30]([CH2:29][C:28]2[C:23]([N:5]3[CH2:6][C:7]4[CH:12]=[C:11]([C:7]5[CH:12]=[CH:11][C:10]([C:38]([O:48][CH3:47])=[O:41])=[CH:9][CH:8]=5)[CH:10]=[CH:9][C:8]=4[O:2][CH2:3][CH2:4]3)=[N:24][CH:25]=[N:26][C:27]=2[CH3:37])=[CH:31][CH:32]=1. The yield is 0.500. (6) The reactants are Cl[C:2]1[N:7]=[C:6]([C:8]([NH2:10])=[O:9])[CH:5]=[C:4]([N:11]2[CH2:15][C@H:14]([OH:16])[C@@H:13]([OH:17])[CH2:12]2)[N:3]=1.[F:18][C:19]1[CH:40]=[CH:39][C:22]([O:23][C:24]2[CH:29]=[CH:28][C:27](B3OC(C)(C)C(C)(C)O3)=[CH:26][CH:25]=2)=[CH:21][CH:20]=1.C([O-])([O-])=O.[Na+].[Na+]. The catalyst is O1CCOCC1.C1C=CC(P(C2C=CC=CC=2)[C-]2C=CC=C2)=CC=1.C1C=CC(P(C2C=CC=CC=2)[C-]2C=CC=C2)=CC=1.Cl[Pd]Cl.[Fe+2]. The product is [OH:17][C@@H:13]1[C@@H:14]([OH:16])[CH2:15][N:11]([C:4]2[N:3]=[C:2]([C:27]3[CH:26]=[CH:25][C:24]([O:23][C:22]4[CH:21]=[CH:20][C:19]([F:18])=[CH:40][CH:39]=4)=[CH:29][CH:28]=3)[N:7]=[C:6]([C:8]([NH2:10])=[O:9])[CH:5]=2)[CH2:12]1. The yield is 0.740. (7) The reactants are [N:1]1([C:7]2[N:12]=[C:11]([N:13]3[CH:18]4[CH2:19][CH2:20][CH:14]3[CH2:15][O:16][CH2:17]4)[N:10]=[C:9]([C:21]3[CH:27]=[CH:26][C:24]([NH2:25])=[CH:23][CH:22]=3)[N:8]=2)[CH2:6][CH2:5][O:4][CH2:3][CH2:2]1.ClC(Cl)(O[C:32](=[O:38])OC(Cl)(Cl)Cl)Cl.[NH2:40][C:41]1[CH:42]=[N:43][CH:44]=[CH:45][CH:46]=1. No catalyst specified. The product is [N:1]1([C:7]2[N:12]=[C:11]([N:13]3[CH:14]4[CH2:20][CH2:19][CH:18]3[CH2:17][O:16][CH2:15]4)[N:10]=[C:9]([C:21]3[CH:27]=[CH:26][C:24]([NH:25][C:32]([NH:40][C:41]4[CH:42]=[N:43][CH:44]=[CH:45][CH:46]=4)=[O:38])=[CH:23][CH:22]=3)[N:8]=2)[CH2:2][CH2:3][O:4][CH2:5][CH2:6]1. The yield is 0.410.